Dataset: Reaction yield outcomes from USPTO patents with 853,638 reactions. Task: Predict the reaction yield, written as a fraction of the theoretical maximum amount of product (1.0 means a 100% yield; for example, 0.34 means a 34% yield). (1) The reactants are CS([C:5]1[S:9][C:8]([C:10]2[CH:11]=[C:12]3[C:16](=[CH:17][CH:18]=2)[N:15](C(OC(C)(C)C)=O)[CH:14]=[C:13]3[C:26]2[CH:31]=[CH:30][CH:29]=[C:28]([N:32]3[CH2:37][CH2:36][O:35][CH2:34][CH2:33]3)[N:27]=2)=[N:7][N:6]=1)(=O)=O.[OH-:38].[Na+].Cl. No catalyst specified. The product is [O:35]1[CH2:34][CH2:33][N:32]([C:28]2[N:27]=[C:26]([C:13]3[C:12]4[C:16](=[CH:17][CH:18]=[C:10]([C:8]5[S:9][C:5]([OH:38])=[N:6][N:7]=5)[CH:11]=4)[NH:15][CH:14]=3)[CH:31]=[CH:30][CH:29]=2)[CH2:37][CH2:36]1. The yield is 0.140. (2) The reactants are CS([C:4]1[S:5][C:6]2[CH:12]=[C:11]([CH2:13][C:14]3[N:18]4[N:19]=[C:20]([C:23]#[N:24])[CH:21]=[CH:22][C:17]4=[N:16][CH:15]=3)[CH:10]=[CH:9][C:7]=2[N:8]=1)=O.[NH2:25][C@@H:26]1[CH2:31][CH2:30][CH2:29][CH2:28][C@H:27]1[OH:32].CCN(C(C)C)C(C)C.O. The catalyst is CN1C(=O)CCC1. The product is [OH:32][C@@H:27]1[CH2:28][CH2:29][CH2:30][CH2:31][C@H:26]1[NH:25][C:4]1[S:5][C:6]2[CH:12]=[C:11]([CH2:13][C:14]3[N:18]4[N:19]=[C:20]([C:23]#[N:24])[CH:21]=[CH:22][C:17]4=[N:16][CH:15]=3)[CH:10]=[CH:9][C:7]=2[N:8]=1. The yield is 0.300. (3) The reactants are [CH2:1]([O:8][CH2:9][P:10](=[O:13])([OH:12])[OH:11])[C:2]1[CH:7]=[CH:6][CH:5]=[CH:4][CH:3]=1.S(Cl)(Cl)=O.N1C=NN=N1.[C:23]1(O)[CH:28]=[CH:27][CH:26]=[CH:25][CH:24]=1.C(N(CC)CC)C.[C:37]([O:42][CH2:43][CH3:44])(=[O:41])[CH:38]([CH3:40])O. The catalyst is CC#N.C1(C)C=CC=CC=1. The product is [CH2:43]([O:42][C:37](=[O:41])[CH:38]([O:13][P:10]([CH2:9][O:8][CH2:1][C:2]1[CH:3]=[CH:4][CH:5]=[CH:6][CH:7]=1)([O:12][C:23]1[CH:28]=[CH:27][CH:26]=[CH:25][CH:24]=1)=[O:11])[CH3:40])[CH3:44]. The yield is 0.180.